From a dataset of Catalyst prediction with 721,799 reactions and 888 catalyst types from USPTO. Predict which catalyst facilitates the given reaction. Reactant: [Cl:1][C:2]1[CH:7]=[CH:6][CH:5]=[CH:4][C:3]=1[N:8]1[C:16]2[CH2:15][CH2:14][NH:13][CH2:12][C:11]=2[CH:10]=[C:9]1[C:17]1[CH:22]=[CH:21][C:20]([O:23][CH3:24])=[CH:19][CH:18]=1.[CH:25]12[O:31][CH:26]1[CH2:27][CH2:28][CH2:29][CH2:30]2.C(N(CC)CC)C. Product: [Cl:1][C:2]1[CH:7]=[CH:6][CH:5]=[CH:4][C:3]=1[N:8]1[C:16]2[CH2:15][CH2:14][N:13]([C@@H:25]3[CH2:30][CH2:29][CH2:28][CH2:27][C@H:26]3[OH:31])[CH2:12][C:11]=2[CH:10]=[C:9]1[C:17]1[CH:18]=[CH:19][C:20]([O:23][CH3:24])=[CH:21][CH:22]=1. The catalyst class is: 8.